From a dataset of Forward reaction prediction with 1.9M reactions from USPTO patents (1976-2016). Predict the product of the given reaction. (1) The product is: [F:11][C:9]1[CH:10]=[C:2]([C:17]2[N:16]([CH3:15])[C:20]([C:21]#[N:22])=[CH:19][CH:18]=2)[CH:3]=[C:4]2[C:8]=1[NH:7][C:6](=[O:12])[C:5]12[CH2:14][CH2:13]1. Given the reactants Br[C:2]1[CH:3]=[C:4]2[C:8](=[C:9]([F:11])[CH:10]=1)[NH:7][C:6](=[O:12])[C:5]12[CH2:14][CH2:13]1.[CH3:15][N:16]1[C:20]([C:21]#[N:22])=[CH:19][CH:18]=[C:17]1B(O)O.[F-].[K+], predict the reaction product. (2) The product is: [F:1][C:2]1[CH:10]=[CH:9][C:5]([C:6]([O:8][CH3:14])=[O:7])=[CH:4][C:3]=1[N+:11]([O-:13])=[O:12]. Given the reactants [F:1][C:2]1[CH:10]=[CH:9][C:5]([C:6]([OH:8])=[O:7])=[CH:4][C:3]=1[N+:11]([O-:13])=[O:12].[C:14](Cl)(=O)C, predict the reaction product. (3) Given the reactants [Br:1][C:2]1[CH:7]=[CH:6][C:5]([NH:8][C:9](=[O:13])[CH:10]=NO)=[C:4]([O:14][CH3:15])[CH:3]=1.[OH:16]S(O)(=O)=O, predict the reaction product. The product is: [Br:1][C:2]1[CH:7]=[C:6]2[C:5](=[C:4]([O:14][CH3:15])[CH:3]=1)[NH:8][C:9](=[O:13])[C:10]2=[O:16]. (4) Given the reactants [C:1]1(=[O:7])[O:6][C:4](=[O:5])[CH2:3][CH2:2]1.N1C=CC=CC=1.ClCCl.O.[CH3:18][C:19]1[C@@H:36]([O:37][C:38]([C@H:40]([OH:57])[C@@H:41]([NH:48][C:49]([C:51]2[CH:52]=[CH:53][CH:54]=[CH:55][CH:56]=2)=[O:50])[C:42]2[CH:43]=[CH:44][CH:45]=[CH:46][CH:47]=2)=[O:39])[CH2:35][C@:31]2([OH:58])[C:32]([CH3:34])([CH3:33])[C:20]=1[C@@H:21]([O:76][C:77]([CH3:79])=[O:78])[C:22]([C@@:24]1([CH3:75])[C@H:29]([C@@H:30]2[O:59][C:60]([C:62]2[CH:63]=[CH:64][CH:65]=[CH:66][CH:67]=2)=[O:61])[C@:28]2([O:70][C:71]([CH3:73])=[O:72])[CH2:68][O:69][C@@H:27]2[CH2:26][C@@H:25]1[OH:74])=[O:23], predict the reaction product. The product is: [CH3:18][C:19]1[C@@H:36]([O:37][C:38]([C@H:40]([OH:57])[C@@H:41]([NH:48][C:49]([C:51]2[CH:56]=[CH:55][CH:54]=[CH:53][CH:52]=2)=[O:50])[C:42]2[CH:43]=[CH:44][CH:45]=[CH:46][CH:47]=2)=[O:39])[CH2:35][C@:31]2([OH:58])[C:32]([CH3:33])([CH3:34])[C:20]=1[C@@H:21]([O:76][C:77]([CH3:79])=[O:78])[C:22]([C@@:24]1([CH3:75])[C@H:29]([C@@H:30]2[O:59][C:60]([C:62]2[CH:67]=[CH:66][CH:65]=[CH:64][CH:63]=2)=[O:61])[C@:28]2([O:70][C:71]([CH3:73])=[O:72])[CH2:68][O:69][C@@H:27]2[CH2:26][C@@H:25]1[OH:74])=[O:23].[C:4]1(=[O:5])[O:6][C:1](=[O:7])[CH2:2][CH2:3]1.